Task: Predict the reaction yield, written as a fraction of the theoretical maximum amount of product (1.0 means a 100% yield; for example, 0.34 means a 34% yield).. Dataset: Reaction yield outcomes from USPTO patents with 853,638 reactions (1) The reactants are [CH3:1][S:2](Cl)(=[O:4])=[O:3].[NH:6]1[CH:10]=[CH:9][CH:8]=[C:7]1[C:11]#[N:12].[Cl-].[Na+]. The catalyst is C1COCC1.C(Cl)Cl. The product is [CH3:1][S:2]([N:6]1[CH:10]=[CH:9][CH:8]=[C:7]1[C:11]#[N:12])(=[O:4])=[O:3]. The yield is 0.840. (2) The reactants are [Si:1]([O:18][CH2:19][CH2:20][CH2:21][CH2:22][CH2:23][NH:24][CH:25]([CH3:27])[CH3:26])([C:14]([CH3:17])([CH3:16])[CH3:15])([C:8]1[CH:13]=[CH:12][CH:11]=[CH:10][CH:9]=1)[C:2]1[CH:7]=[CH:6][CH:5]=[CH:4][CH:3]=1.[C:28](O)(=[O:35])[CH2:29][CH2:30][CH2:31][CH2:32][CH2:33][CH3:34]. No catalyst specified. The product is [Si:1]([O:18][CH2:19][CH2:20][CH2:21][CH2:22][CH2:23][N:24]([CH:25]([CH3:27])[CH3:26])[C:28](=[O:35])[CH2:29][CH2:30][CH2:31][CH2:32][CH2:33][CH3:34])([C:14]([CH3:16])([CH3:17])[CH3:15])([C:8]1[CH:9]=[CH:10][CH:11]=[CH:12][CH:13]=1)[C:2]1[CH:3]=[CH:4][CH:5]=[CH:6][CH:7]=1. The yield is 0.790. (3) The catalyst is C(#N)C.CCOC(C)=O. The reactants are [CH3:1][S:2]([NH:5][CH2:6][C:7]1[CH:12]=[CH:11][C:10]([CH:13]([CH3:17])[C:14]([OH:16])=O)=[CH:9][CH:8]=1)(=[O:4])=[O:3].[Cl:18][C:19]1[CH:20]=[C:21]([N:25]2[C:29]([CH2:30][NH2:31])=[CH:28][C:27]([C:32]([F:35])([F:34])[F:33])=[N:26]2)[CH:22]=[CH:23][CH:24]=1.C(Cl)CCl.C1C=CC2N(O)N=NC=2C=1.C(N(CC)CC)C. The product is [Cl:18][C:19]1[CH:20]=[C:21]([N:25]2[C:29]([CH2:30][NH:31][C:14](=[O:16])[CH:13]([C:10]3[CH:9]=[CH:8][C:7]([CH2:6][NH:5][S:2]([CH3:1])(=[O:3])=[O:4])=[CH:12][CH:11]=3)[CH3:17])=[CH:28][C:27]([C:32]([F:33])([F:34])[F:35])=[N:26]2)[CH:22]=[CH:23][CH:24]=1. The yield is 0.840. (4) The reactants are [CH:1]1([C:6]([CH:8]([C:12]2[CH:17]=[CH:16][CH:15]=[CH:14][CH:13]=2)[CH2:9][CH:10]=O)=[O:7])[CH2:5][CH2:4][CH2:3][CH2:2]1.[CH3:18][O:19][C:20]1[CH:25]=[CH:24][CH:23]=[CH:22][C:21]=1[N:26]1[CH2:31][CH2:30][NH:29][CH2:28][CH2:27]1.[Na]. No catalyst specified. The product is [CH3:18][O:19][C:20]1[CH:25]=[CH:24][CH:23]=[CH:22][C:21]=1[N:26]1[CH2:31][CH2:30][N:29]([CH2:10][CH2:9][CH:8]([C:6]([CH:1]2[CH2:5][CH2:4][CH2:3][CH2:2]2)=[O:7])[C:12]2[CH:17]=[CH:16][CH:15]=[CH:14][CH:13]=2)[CH2:28][CH2:27]1. The yield is 0.670. (5) The reactants are [C:1]([C:4]1[CH:5]=[C:6]2[C:10](=[CH:11][CH:12]=1)[N:9](C1CCCCO1)[N:8]=[C:7]2[C:19]1[CH:20]=[C:21]([CH:26]=[CH:27][CH:28]=1)[C:22](OC)=[O:23])(=[O:3])[NH2:2].[OH-].[Li+].ON1[C:36]2[N:37]=[CH:38][CH:39]=[CH:40][C:35]=2N=N1.[NH2:41][CH2:42][CH2:43]N1CCCCC1.Cl.C(N=C=NCCCN(C)C)C.Cl. The catalyst is O1CCCC1.O.O1CCOCC1. The product is [NH:37]1[CH2:38][CH2:39][CH2:40][CH2:35][CH:36]1[CH2:43][CH2:42][NH:41][C:22]([C:21]1[CH:20]=[C:19]([C:7]2[C:6]3[C:10](=[CH:11][CH:12]=[C:4]([C:1]([NH2:2])=[O:3])[CH:5]=3)[NH:9][N:8]=2)[CH:28]=[CH:27][CH:26]=1)=[O:23]. The yield is 0.0800. (6) The yield is 0.680. The product is [C:1]([N:5]1[CH2:10][CH2:9][N:8]([C:11]2[C:20]3[C:15](=[CH:16][C:17]([Cl:28])=[C:18]([C:21]4[CH:26]=[CH:25][C:24]([Cl:27])=[CH:23][CH:22]=4)[CH:19]=3)[N:14]=[CH:13][N:12]=2)[CH2:7][C@H:6]1[C:29]#[N:31])(=[O:4])[CH:2]=[CH2:3]. The catalyst is C(Cl)Cl. The reactants are [C:1]([N:5]1[CH2:10][CH2:9][N:8]([C:11]2[C:20]3[C:15](=[CH:16][C:17]([Cl:28])=[C:18]([C:21]4[CH:26]=[CH:25][C:24]([Cl:27])=[CH:23][CH:22]=4)[CH:19]=3)[N:14]=[CH:13][N:12]=2)[CH2:7][C@H:6]1[C:29]([NH2:31])=O)(=[O:4])[CH:2]=[CH2:3].CCN(CC)CC.FC(F)(F)C(OC(=O)C(F)(F)F)=O.